Dataset: Peptide-MHC class I binding affinity with 185,985 pairs from IEDB/IMGT. Task: Regression. Given a peptide amino acid sequence and an MHC pseudo amino acid sequence, predict their binding affinity value. This is MHC class I binding data. (1) The peptide sequence is KFRQLLWFHI. The MHC is Patr-A0701 with pseudo-sequence YSAMYRESVAGIYANTLYILFELYTWVAQAYRSY. The binding affinity (normalized) is 0.478. (2) The peptide sequence is GEKSRCYSL. The MHC is HLA-B40:02 with pseudo-sequence HLA-B40:02. The binding affinity (normalized) is 0.751. (3) The peptide sequence is AFHHVAREL. The MHC is HLA-A23:01 with pseudo-sequence HLA-A23:01. The binding affinity (normalized) is 0. (4) The peptide sequence is VMHINSPFK. The MHC is HLA-A31:01 with pseudo-sequence HLA-A31:01. The binding affinity (normalized) is 0.724. (5) The peptide sequence is VSFIEFVGW. The MHC is HLA-B18:01 with pseudo-sequence HLA-B18:01. The binding affinity (normalized) is 0.00462. (6) The peptide sequence is RSLFNTVAVLY. The MHC is HLA-A11:01 with pseudo-sequence HLA-A11:01. The binding affinity (normalized) is 0.334. (7) The peptide sequence is DYEKSLTL. The MHC is H-2-Kd with pseudo-sequence H-2-Kd. The binding affinity (normalized) is 0.319. (8) The peptide sequence is STYQFSLMQ. The MHC is HLA-A02:12 with pseudo-sequence HLA-A02:12. The binding affinity (normalized) is 0.0847. (9) The peptide sequence is ITKGLGISYGR. The MHC is HLA-A26:01 with pseudo-sequence HLA-A26:01. The binding affinity (normalized) is 0.0961.